The task is: Predict the product of the given reaction.. This data is from Forward reaction prediction with 1.9M reactions from USPTO patents (1976-2016). (1) Given the reactants [CH3:1][N:2]([CH3:6])[CH2:3][C:4]#[CH:5].[Br:7][C:8]1[CH:34]=[C:33]([F:35])[CH:32]=[CH:31][C:9]=1[O:10][C:11]1[C:20]2[C:15](=[CH:16][C:17](OS(C(F)(F)F)(=O)=O)=[C:18]([O:21][CH3:22])[CH:19]=2)[N:14]=[CH:13][N:12]=1, predict the reaction product. The product is: [Br:7][C:8]1[CH:34]=[C:33]([F:35])[CH:32]=[CH:31][C:9]=1[O:10][C:11]1[C:20]2[C:15](=[CH:16][C:17]([C:5]#[C:4][CH2:3][N:2]([CH3:6])[CH3:1])=[C:18]([O:21][CH3:22])[CH:19]=2)[N:14]=[CH:13][N:12]=1. (2) Given the reactants CC1C=CC(S(O)(=O)=O)=CC=1.CO[CH:14](OC)[CH2:15][NH:16][C:17](=[O:41])[C@@H:18]([NH:27][S:28]([C:31]1[C:36]([CH3:37])=[CH:35][C:34]([O:38][CH3:39])=[CH:33][C:32]=1[CH3:40])(=[O:30])=[O:29])[CH2:19][C:20]([O:22][C:23]([CH3:26])([CH3:25])[CH3:24])=[O:21], predict the reaction product. The product is: [CH3:39][O:38][C:34]1[CH:35]=[C:36]([CH3:37])[C:31]([S:28]([N:27]2[CH:14]=[CH:15][NH:16][C:17](=[O:41])[C@@H:18]2[CH2:19][C:20]([O:22][C:23]([CH3:26])([CH3:25])[CH3:24])=[O:21])(=[O:30])=[O:29])=[C:32]([CH3:40])[CH:33]=1. (3) The product is: [C:42]([O:45][CH2:46][C:47]1[C:52]([C:79]2[N:80]=[C:81]([NH:87][C:88]3[CH:89]=[C:90]4[C:95](=[CH:96][CH:97]=3)[CH2:94][N:93]([CH:98]3[CH2:99][O:100][CH2:101]3)[CH2:92][CH2:91]4)[C:82](=[O:86])[N:83]([CH3:85])[CH:84]=2)=[CH:51][C:50]([F:62])=[CH:49][C:48]=1[N:63]1[CH2:74][CH2:73][C:72]2[C:71]3[CH2:70][C:69]([CH3:75])([CH3:76])[CH2:68][C:67]=3[S:66][C:65]=2[C:64]1=[O:77])(=[O:44])[CH3:43]. Given the reactants C(OCC1C(N2CCN3C4CCCCC=4C=C3C2=O)=CC=CC=1C1C=C(NC2C=CC(F)=CN=2)C(=O)N(C)C=1)(=O)C.[C:42]([O:45][CH2:46][C:47]1[C:52](B2OC(C)(C)C(C)(C)O2)=[CH:51][C:50]([F:62])=[CH:49][C:48]=1[N:63]1[CH2:74][CH2:73][C:72]2[C:71]3[CH2:70][C:69]([CH3:76])([CH3:75])[CH2:68][C:67]=3[S:66][C:65]=2[C:64]1=[O:77])(=[O:44])[CH3:43].Br[C:79]1[N:80]=[C:81]([NH:87][C:88]2[CH:89]=[C:90]3[C:95](=[CH:96][CH:97]=2)[CH2:94][N:93]([CH:98]2[CH2:101][O:100][CH2:99]2)[CH2:92][CH2:91]3)[C:82](=[O:86])[N:83]([CH3:85])[CH:84]=1, predict the reaction product. (4) Given the reactants CCO[CH:4]=[C:5]([C:8]#[N:9])[C:6]#[N:7].Cl.[CH:11]1([NH:17][NH2:18])[CH2:16][CH2:15][CH2:14][CH2:13][CH2:12]1.C(N(CC)CC)C, predict the reaction product. The product is: [NH2:9][C:8]1[N:17]([CH:11]2[CH2:16][CH2:15][CH2:14][CH2:13][CH2:12]2)[N:18]=[CH:4][C:5]=1[C:6]#[N:7]. (5) Given the reactants [NH2:1][C:2]1[CH:7]=[C:6]([C:8]2[N:13]=[C:12]([NH:14][CH2:15][CH:16]3[CH2:21][CH2:20][O:19][CH2:18][CH2:17]3)[CH:11]=[N:10][CH:9]=2)[C:5]([C:22]([F:25])([F:24])[F:23])=[CH:4][N:3]=1.N1C=CC=CC=1.[O:32]1[CH2:37][CH2:36][CH:35]([C:38](Cl)=[O:39])[CH2:34][CH2:33]1, predict the reaction product. The product is: [O:19]1[CH2:20][CH2:21][CH:16]([CH2:15][NH:14][C:12]2[N:13]=[C:8]([C:6]3[C:5]([C:22]([F:24])([F:25])[F:23])=[CH:4][N:3]=[C:2]([NH:1][C:38]([CH:35]4[CH2:36][CH2:37][O:32][CH2:33][CH2:34]4)=[O:39])[CH:7]=3)[CH:9]=[N:10][CH:11]=2)[CH2:17][CH2:18]1. (6) Given the reactants [N:1]1[CH:6]=[CH:5][CH:4]=[C:3]([CH2:7][CH2:8][CH2:9][CH2:10][CH2:11][CH2:12][CH2:13][CH2:14][CH2:15][CH2:16][CH2:17][CH2:18]O)[CH:2]=1.[BrH:20], predict the reaction product. The product is: [Br-:20].[Br:20][CH2:18][CH2:17][CH2:16][CH2:15][CH2:14][CH2:13][CH2:12][CH2:11][CH2:10][CH2:9][CH2:8][CH2:7][C:3]1[CH:2]=[N:1][CH:6]=[CH:5][CH:4]=1. (7) Given the reactants [Br:1][C:2]1[CH:7]=[CH:6][C:5]([N:8]2[C:13]3[N:14]([CH3:21])[C:15](=[O:20])[C:16]([CH3:19])=[C:17]([OH:18])[C:12]=3[C:11](=[O:22])[N:10]([CH:23]3[CH2:25][CH2:24]3)[C:9]2=[O:26])=[CH:4][CH:3]=1.C(#N)C.[S:30](Cl)([C:33]1[CH:39]=[CH:38][C:36]([CH3:37])=[CH:35][CH:34]=1)(=[O:32])=[O:31], predict the reaction product. The product is: [Br:1][C:2]1[CH:7]=[CH:6][C:5]([N:8]2[C:13]3[N:14]([CH3:21])[C:15](=[O:20])[C:16]([CH3:19])=[C:17]([O:18][S:30]([C:33]4[CH:39]=[CH:38][C:36]([CH3:37])=[CH:35][CH:34]=4)(=[O:32])=[O:31])[C:12]=3[C:11](=[O:22])[N:10]([CH:23]3[CH2:24][CH2:25]3)[C:9]2=[O:26])=[CH:4][CH:3]=1. (8) Given the reactants Br[C:2]1[CH:3]=[C:4]2[C:8](=[CH:9][CH:10]=1)[N:7]([CH2:11][CH3:12])[N:6]=[CH:5]2.C([Li])CCC.[B:18](OC(C)C)([O:23]C(C)C)[O:19]C(C)C, predict the reaction product. The product is: [CH2:11]([N:7]1[C:8]2[C:4](=[CH:3][C:2]([B:18]([OH:23])[OH:19])=[CH:10][CH:9]=2)[CH:5]=[N:6]1)[CH3:12]. (9) Given the reactants [CH2:1]([C:4]1[C:13]([N:14]([CH2:21][CH3:22])[CH:15]2[CH2:20][CH2:19][O:18][CH2:17][CH2:16]2)=[CH:12][CH:11]=[CH:10][C:5]=1[C:6]([O:8]C)=[O:7])[CH:2]=[CH2:3].[OH-].[Na+], predict the reaction product. The product is: [CH2:1]([C:4]1[C:13]([N:14]([CH2:21][CH3:22])[CH:15]2[CH2:20][CH2:19][O:18][CH2:17][CH2:16]2)=[CH:12][CH:11]=[CH:10][C:5]=1[C:6]([OH:8])=[O:7])[CH:2]=[CH2:3].